From a dataset of Reaction yield outcomes from USPTO patents with 853,638 reactions. Predict the reaction yield, written as a fraction of the theoretical maximum amount of product (1.0 means a 100% yield; for example, 0.34 means a 34% yield). The reactants are [NH2:1][C@H:2]([CH2:33]O)[CH2:3][CH2:4][C:5]1[C:10]([F:11])=[CH:9][CH:8]=[CH:7][C:6]=1[NH:12][C:13](=[O:32])[C@@H:14]([N:29]=[N+:30]=[N-:31])[C@@H:15]([C:22]1[CH:27]=[CH:26][C:25]([F:28])=[CH:24][CH:23]=1)[CH:16]1[CH2:21][CH2:20][O:19][CH2:18][CH2:17]1.C(N(CC)CC)C.[C:42]1([S:48](Cl)(=[O:50])=[O:49])[CH:47]=[CH:46][CH:45]=[CH:44][CH:43]=1.CS(Cl)(=O)=O. The catalyst is ClCCl.CN(C1C=CN=CC=1)C. The yield is 0.630. The product is [N:29]([C@@H:14]([C@@H:15]([C:22]1[CH:27]=[CH:26][C:25]([F:28])=[CH:24][CH:23]=1)[CH:16]1[CH2:17][CH2:18][O:19][CH2:20][CH2:21]1)[C:13]([NH:12][C:6]1[CH:7]=[CH:8][CH:9]=[C:10]([F:11])[C:5]=1[CH2:4][CH2:3][CH:2]1[CH2:33][N@@:1]1[S:48]([C:42]1[CH:47]=[CH:46][CH:45]=[CH:44][CH:43]=1)(=[O:50])=[O:49])=[O:32])=[N+:30]=[N-:31].